Dataset: Full USPTO retrosynthesis dataset with 1.9M reactions from patents (1976-2016). Task: Predict the reactants needed to synthesize the given product. The reactants are: C[O:2][C:3]1[C:4](/[CH:13]=[CH:14]/[C:15]2[N:20]=[C:19]([NH:21][CH:22]3[CH2:27][CH2:26][O:25][CH2:24][CH2:23]3)[CH:18]=[C:17]([N:28]3[CH2:32][CH2:31][CH2:30][CH2:29]3)[N:16]=2)=[N:5][C:6]2[C:11]([N:12]=1)=[CH:10][CH:9]=[CH:8][CH:7]=2.Cl.C(=O)(O)[O-].[Na+]. Given the product [N:28]1([C:17]2[CH:18]=[C:19]([NH:21][CH:22]3[CH2:23][CH2:24][O:25][CH2:26][CH2:27]3)[N:20]=[C:15](/[CH:14]=[CH:13]/[C:4]3[C:3]([OH:2])=[N:12][C:11]4[C:6]([N:5]=3)=[CH:7][CH:8]=[CH:9][CH:10]=4)[N:16]=2)[CH2:29][CH2:30][CH2:31][CH2:32]1, predict the reactants needed to synthesize it.